From a dataset of Full USPTO retrosynthesis dataset with 1.9M reactions from patents (1976-2016). Predict the reactants needed to synthesize the given product. Given the product [Cl:19][C:20]1[C:21]2[C:22](=[N:26][C:3]([C:5]3[C:13]([C:14]([F:17])([F:16])[F:15])=[CH:12][C:8]([C:9]([NH2:11])=[O:10])=[CH:7][N:6]=3)=[CH:2][N:27]=2)[N:23]=[CH:24][CH:25]=1, predict the reactants needed to synthesize it. The reactants are: O[CH:2](O)[C:3]([C:5]1[C:13]([C:14]([F:17])([F:16])[F:15])=[CH:12][C:8]([C:9]([NH2:11])=[O:10])=[CH:7][N:6]=1)=O.[Cl:19][C:20]1[CH:25]=[CH:24][N:23]=[C:22]([NH2:26])[C:21]=1[NH2:27].C([O-])(O)=O.[Na+].